Dataset: Catalyst prediction with 721,799 reactions and 888 catalyst types from USPTO. Task: Predict which catalyst facilitates the given reaction. Reactant: C(OC([N:8]1[CH2:12][C@@H:11]([CH2:13][NH:14][C:15]([C:17]2[N:18]=[CH:19][S:20][CH:21]=2)=[O:16])[CH2:10][C@H:9]1[C:22]([N:24]1[CH2:28][CH2:27][S:26][CH2:25]1)=[O:23])=O)(C)(C)C.Cl.O1CCOCC1. Product: [S:26]1[CH2:27][CH2:28][N:24]([C:22]([C@H:9]2[NH:8][CH2:12][C@@H:11]([CH2:13][NH:14][C:15]([C:17]3[N:18]=[CH:19][S:20][CH:21]=3)=[O:16])[CH2:10]2)=[O:23])[CH2:25]1. The catalyst class is: 24.